From a dataset of Catalyst prediction with 721,799 reactions and 888 catalyst types from USPTO. Predict which catalyst facilitates the given reaction. (1) Reactant: [NH2:1][C:2]1[N:6]([C:7]([CH3:10])([CH3:9])[CH3:8])[CH:5]=[C:4]([C:11]#[N:12])[CH:3]=1.[N+:13]([CH:16]([CH:19]=O)[CH:17]=O)([O-:15])=[O:14].[Na].Cl. Product: [C:7]([N:6]1[C:2]2=[N:1][CH:17]=[C:16]([N+:13]([O-:15])=[O:14])[CH:19]=[C:3]2[C:4]([C:11]#[N:12])=[CH:5]1)([CH3:8])([CH3:9])[CH3:10]. The catalyst class is: 259. (2) Reactant: [F:1][CH:2]([F:29])[O:3][C:4]1[CH:9]=[CH:8][C:7]([C:10]2[O:11][CH:12]=[C:13]([CH2:15][CH2:16][C:17]([C:19]3[CH:24]=[CH:23][CH:22]=[CH:21][C:20]=3[O:25][CH2:26][CH3:27])=[O:18])[N:14]=2)=[CH:6][C:5]=1[OH:28].[CH2:30]1[CH2:40]CN2C(=NCCC2)C[CH2:31]1.[Br-].O. Product: [CH2:40]([O:28][C:5]1[CH:6]=[C:7]([C:10]2[O:11][CH:12]=[C:13]([CH2:15][CH2:16][C:17]([C:19]3[CH:24]=[CH:23][CH:22]=[CH:21][C:20]=3[O:25][CH2:26][CH3:27])=[O:18])[N:14]=2)[CH:8]=[CH:9][C:4]=1[O:3][CH:2]([F:1])[F:29])[CH:30]=[CH2:31]. The catalyst class is: 162. (3) Reactant: [CH3:1][O:2][C:3]1[CH:4]=[C:5]2[C:10](=[CH:11][C:12]=1[O:13][CH3:14])[C:9]([CH3:15])=[N:8][C:7]([C:16]1[CH:17]=[C:18]([CH:20]=[CH:21][CH:22]=1)[NH2:19])=[CH:6]2.CCN(CC)CC.[CH3:30][S:31](Cl)(=[O:33])=[O:32]. Product: [CH3:1][O:2][C:3]1[CH:4]=[C:5]2[C:10](=[CH:11][C:12]=1[O:13][CH3:14])[C:9]([CH3:15])=[N:8][C:7]([C:16]1[CH:17]=[C:18]([N:19]([S:31]([CH3:30])(=[O:33])=[O:32])[S:31]([CH3:30])(=[O:33])=[O:32])[CH:20]=[CH:21][CH:22]=1)=[CH:6]2. The catalyst class is: 2. (4) Reactant: [C:1]1([C@H:7]2[CH2:11]OS(=O)(=O)[N:8]2[C:14]([O:16][C:17]([CH3:20])([CH3:19])[CH3:18])=[O:15])[CH:6]=[CH:5][CH:4]=[CH:3][CH:2]=1.[CH3:21][NH:22][S:23]([C:26]1[CH:31]=[CH:30][C:29]([N+:32]([O-:34])=[O:33])=[CH:28][CH:27]=1)(=[O:25])=[O:24].C([O-])([O-])=O.[Cs+].[Cs+]. Product: [CH3:21][N:22]([S:23]([C:26]1[CH:27]=[CH:28][C:29]([N+:32]([O-:34])=[O:33])=[CH:30][CH:31]=1)(=[O:25])=[O:24])[CH2:11][C@@H:7]([NH:8][C:14](=[O:15])[O:16][C:17]([CH3:18])([CH3:19])[CH3:20])[C:1]1[CH:2]=[CH:3][CH:4]=[CH:5][CH:6]=1. The catalyst class is: 23. (5) Reactant: [CH3:1][CH:2]1[C:7]2=[N:8][C:9]([C:18]3[CH:23]=[CH:22][CH:21]=[CH:20][CH:19]=3)=[C:10]([C:12]3[CH:17]=[CH:16][CH:15]=[CH:14][CH:13]=3)[N:11]=[C:6]2[CH2:5][CH2:4][N:3]1C(OC(C)(C)C)=O.[ClH:31].O1CCOCC1. Product: [ClH:31].[CH3:1][CH:2]1[C:7]2=[N:8][C:9]([C:18]3[CH:23]=[CH:22][CH:21]=[CH:20][CH:19]=3)=[C:10]([C:12]3[CH:17]=[CH:16][CH:15]=[CH:14][CH:13]=3)[N:11]=[C:6]2[CH2:5][CH2:4][NH:3]1. The catalyst class is: 5.